From a dataset of Full USPTO retrosynthesis dataset with 1.9M reactions from patents (1976-2016). Predict the reactants needed to synthesize the given product. (1) Given the product [C:1]([O:5][C:6](=[O:36])[NH:7][C:8]1([C:12]2[CH:13]=[CH:14][C:15]([C:47]3[C:46](=[O:57])[C:43]4[CH:44]=[CH:45][N:40]([CH2:39][CH2:38][OH:37])[C:41](=[O:58])[C:42]=4[O:49][C:48]=3[C:50]3[CH:55]=[CH:54][CH:53]=[CH:52][CH:51]=3)=[CH:16][CH:17]=2)[CH2:9][CH2:10][CH2:11]1)([CH3:4])([CH3:2])[CH3:3], predict the reactants needed to synthesize it. The reactants are: [C:1]([O:5][C:6](=[O:36])[NH:7][C:8]1([C:12]2[CH:17]=[CH:16][C:15](C3C(=O)C4C(=CC=C(F)C=4)OC=3C3C=CC=CC=3)=[CH:14][CH:13]=2)[CH2:11][CH2:10][CH2:9]1)([CH3:4])([CH3:3])[CH3:2].[OH:37][CH2:38][CH2:39][N:40]1[CH:45]=[CH:44][C:43]2[C:46](=[O:57])[C:47](I)=[C:48]([C:50]3[CH:55]=[CH:54][CH:53]=[CH:52][CH:51]=3)[O:49][C:42]=2[C:41]1=[O:58]. (2) Given the product [O:14]1[CH2:18][CH2:17][O:16][CH:15]1[C:19]1[CH:20]=[C:21]([NH:25][C:11](=[O:12])[CH2:10][CH2:9][CH2:8][CH2:7][C:1]2[CH:6]=[CH:5][CH:4]=[CH:3][CH:2]=2)[CH:22]=[CH:23][CH:24]=1, predict the reactants needed to synthesize it. The reactants are: [C:1]1([CH2:7][CH2:8][CH2:9][CH2:10][C:11](Cl)=[O:12])[CH:6]=[CH:5][CH:4]=[CH:3][CH:2]=1.[O:14]1[CH2:18][CH2:17][O:16][CH:15]1[C:19]1[CH:20]=[C:21]([NH2:25])[CH:22]=[CH:23][CH:24]=1.C(N(CC)CC)C. (3) Given the product [CH:1]1([C:4]2[CH:5]=[CH:6][C:7]([NH:14][C:15]3[CH:16]=[C:17]4[C:21](=[CH:22][CH:23]=3)[N:20]([C:24]3[CH:25]=[N:26][CH:27]=[CH:28][CH:29]=3)[CH:19]=[CH:18]4)=[C:8]([CH:13]=2)[C:9]([OH:11])=[O:10])[CH2:2][CH2:3]1, predict the reactants needed to synthesize it. The reactants are: [CH:1]1([C:4]2[CH:5]=[CH:6][C:7]([NH:14][C:15]3[CH:16]=[C:17]4[C:21](=[CH:22][CH:23]=3)[N:20]([C:24]3[CH:25]=[N:26][CH:27]=[CH:28][CH:29]=3)[CH:19]=[CH:18]4)=[C:8]([CH:13]=2)[C:9]([O:11]C)=[O:10])[CH2:3][CH2:2]1.[OH-].[Na+].O.Cl.